This data is from Reaction yield outcomes from USPTO patents with 853,638 reactions. The task is: Predict the reaction yield, written as a fraction of the theoretical maximum amount of product (1.0 means a 100% yield; for example, 0.34 means a 34% yield). (1) The reactants are [CH3:1][C:2]1[CH:3]=[CH:4][CH:5]=[C:6]2[C:11]=1[C:10](=[O:12])[N:9]([C:13]1[CH:18]=[CH:17][CH:16]=[CH:15][C:14]=1[CH3:19])[C:8]([CH:20]=[O:21])=[CH:7]2.O.[CH2:23]1COCC1. No catalyst specified. The product is [OH:21][CH:20]([C:8]1[N:9]([C:13]2[CH:18]=[CH:17][CH:16]=[CH:15][C:14]=2[CH3:19])[C:10](=[O:12])[C:11]2[C:6]([CH:7]=1)=[CH:5][CH:4]=[CH:3][C:2]=2[CH3:1])[CH3:23]. The yield is 0.710. (2) The reactants are [C:1]1(=[O:8])[CH2:6][CH2:5][CH2:4][C:3](=[O:7])[CH2:2]1.CO[CH:11](OC)[N:12]([CH3:14])[CH3:13]. No catalyst specified. The product is [CH3:11][N:12]([CH:14]=[C:2]1[C:3](=[O:7])[CH2:4][CH2:5][CH2:6][C:1]1=[O:8])[CH3:13]. The yield is 0.990. (3) The reactants are [C:1](Cl)(Cl)=[O:2].[CH3:5][C:6]1[CH:12]=[C:11]([O:13][CH2:14][CH2:15][CH3:16])[CH:10]=[C:9]([CH3:17])[C:7]=1[NH2:8].CCN(C(C)C)C(C)C. The catalyst is ClCCl. The product is [N:8]([C:7]1[C:6]([CH3:5])=[CH:12][C:11]([O:13][CH2:14][CH2:15][CH3:16])=[CH:10][C:9]=1[CH3:17])=[C:1]=[O:2]. The yield is 0.990. (4) The reactants are [C:1]([C:3]1[CH:8]=[CH:7][C:6]([OH:9])=[CH:5][CH:4]=1)#[N:2].[H-].[Na+].Br[C:13]1[CH:18]=[CH:17][CH:16]=[C:15](Br)[N:14]=1.O.C[N:22](C=O)C. No catalyst specified. The product is [NH2:22][C:15]1[N:14]=[C:13]([O:9][C:6]2[CH:7]=[CH:8][C:3]([C:1]#[N:2])=[CH:4][CH:5]=2)[CH:18]=[CH:17][CH:16]=1. The yield is 0.550. (5) The reactants are C(=O)([O-])[O-].[K+].[K+].C(#N)C.[C:10]([C:12]1[CH:17]=[CH:16][C:15]([OH:18])=[CH:14][CH:13]=1)#[N:11].Br[CH:20]([CH2:26][CH3:27])[C:21]([O:23][CH2:24][CH3:25])=[O:22]. The catalyst is O. The product is [C:10]([C:12]1[CH:17]=[CH:16][C:15]([O:18][CH:20]([CH2:26][CH3:27])[C:21]([O:23][CH2:24][CH3:25])=[O:22])=[CH:14][CH:13]=1)#[N:11]. The yield is 1.00. (6) The reactants are [C:1]1([C:7]2[N:11]([C:12]3[CH:22]=[CH:21][C:15]([CH2:16]P(=O)([O-])[O-])=[CH:14][CH:13]=3)[C:10]3[C:23]4[C:28]([C:29]5C=CC=[CH:33][C:34]=5[C:9]=3[N:8]=2)=[CH:27][CH:26]=[CH:25][CH:24]=4)[CH:6]=[CH:5][CH:4]=[CH:3][CH:2]=1.[C:35]1([N:41]([C:50]2C=CC=C[CH:51]=2)[C:42]2[CH:49]=[CH:48][C:45]([CH:46]=O)=[CH:44][CH:43]=2)[CH:40]=[CH:39][CH:38]=[CH:37][CH:36]=1.[CH3:56][C:57]([O-])(C)[CH3:58].[K+].O. The catalyst is C1COCC1. The product is [CH2:50]([N:41]1[C:42]2[CH:49]=[CH:48][C:45](/[CH:46]=[CH:16]/[C:15]3[CH:14]=[CH:13][C:12]([N:11]4[C:10]5[C:23]6[C:28]([C:29]7[CH:56]=[CH:57][CH:58]=[CH:33][C:34]=7[C:9]=5[N:8]=[C:7]4[C:1]4[CH:6]=[CH:5][CH:4]=[CH:3][CH:2]=4)=[CH:27][CH:26]=[CH:25][CH:24]=6)=[CH:22][CH:21]=3)=[CH:44][C:43]=2[C:36]2[C:35]1=[CH:40][CH:39]=[CH:38][CH:37]=2)[CH3:51]. The yield is 0.350. (7) The reactants are FC1C=C(CN)C=NC=1.[N:10]1[CH:15]=[CH:14][C:13]([CH2:16][NH2:17])=[CH:12][CH:11]=1.[CH2:18]([N:22]1[CH2:26][CH2:25][N:24]([C:27]2[S:28][C:29]([C:33](O)=[O:34])=[C:30]([CH3:32])[N:31]=2)[C:23]1=[O:36])[CH:19]([CH3:21])[CH3:20]. No catalyst specified. The product is [CH2:18]([N:22]1[CH2:26][CH2:25][N:24]([C:27]2[S:28][C:29]([C:33]([NH:17][CH2:16][C:13]3[CH:14]=[CH:15][N:10]=[CH:11][CH:12]=3)=[O:34])=[C:30]([CH3:32])[N:31]=2)[C:23]1=[O:36])[CH:19]([CH3:21])[CH3:20]. The yield is 0.480. (8) The reactants are [OH:1][C:2]1[C:11]2[C:6](=[CH:7][CH:8]=[CH:9][CH:10]=2)[C:5]([NH:12][C:13](=[O:19])[O:14][C:15]([CH3:18])([CH3:17])[CH3:16])=[CH:4][CH:3]=1.C([O-])([O-])=O.[K+].[K+].Cl.[N:27]1[CH:32]=[CH:31][C:30]([CH2:33]Cl)=[CH:29][CH:28]=1. The catalyst is CC#N. The product is [N:27]1[CH:32]=[CH:31][C:30]([CH2:33][O:1][C:2]2[C:11]3[C:6](=[CH:7][CH:8]=[CH:9][CH:10]=3)[C:5]([NH:12][C:13](=[O:19])[O:14][C:15]([CH3:16])([CH3:18])[CH3:17])=[CH:4][CH:3]=2)=[CH:29][CH:28]=1. The yield is 0.880.